From a dataset of Forward reaction prediction with 1.9M reactions from USPTO patents (1976-2016). Predict the product of the given reaction. (1) Given the reactants [C:1]([O:5][C:6](=[O:20])[NH:7][CH:8]1[CH2:17][C:16]2[C:11](=[CH:12][CH:13]=[C:14]([C:18]#[N:19])[CH:15]=2)[NH:10][CH2:9]1)([CH3:4])([CH3:3])[CH3:2].[Cl:21][C:22]1[CH:23]=[C:24]([CH:27]=[CH:28][CH:29]=1)[CH:25]=O.[BH-](OC(C)=O)(OC(C)=O)OC(C)=O.[Na+].C(O)(=O)C, predict the reaction product. The product is: [C:1]([O:5][C:6](=[O:20])[NH:7][CH:8]1[CH2:17][C:16]2[C:11](=[CH:12][CH:13]=[C:14]([C:18]#[N:19])[CH:15]=2)[N:10]([CH2:25][C:24]2[CH:27]=[CH:28][CH:29]=[C:22]([Cl:21])[CH:23]=2)[CH2:9]1)([CH3:4])([CH3:2])[CH3:3]. (2) Given the reactants [O:1]1[C:10]2[C:5](=[N:6][CH:7]=[CH:8][CH:9]=2)[C:4](=O)[CH2:3][CH2:2]1.[C:12]([O:16][C:17](=[O:24])[NH:18][CH2:19][CH2:20][CH2:21][CH2:22][NH2:23])([CH3:15])([CH3:14])[CH3:13].[BH-](OC(C)=O)(OC(C)=O)OC(C)=O.[Na+], predict the reaction product. The product is: [C:12]([O:16][C:17](=[O:24])[NH:18][CH2:19][CH2:20][CH2:21][CH2:22][NH:23][CH:4]1[C:5]2=[N:6][CH:7]=[CH:8][CH:9]=[C:10]2[O:1][CH2:2][CH2:3]1)([CH3:15])([CH3:13])[CH3:14]. (3) The product is: [ClH:41].[CH3:26][O:25][C:22]1[CH:23]=[CH:24][C:19]([NH:18][C:16](=[O:17])/[CH:15]=[CH:14]/[C@@H:13]([NH:12][C:10](=[O:11])[C@H:9]([CH2:35][C:36]2[S:37][CH:38]=[CH:39][CH:40]=2)[NH2:5])[CH2:27][CH2:28][C:29]2[CH:34]=[CH:33][CH:32]=[CH:31][CH:30]=2)=[CH:20][CH:21]=1. Given the reactants CC([N:5]([C@@H:9]([CH2:35][C:36]1[S:37][CH:38]=[CH:39][CH:40]=1)[C:10]([NH:12][C@@H:13]([CH2:27][CH2:28][C:29]1[CH:34]=[CH:33][CH:32]=[CH:31][CH:30]=1)/[CH:14]=[CH:15]/[C:16]([NH:18][C:19]1[CH:24]=[CH:23][C:22]([O:25][CH3:26])=[CH:21][CH:20]=1)=[O:17])=[O:11])C(=O)[O-])(C)C.[ClH:41], predict the reaction product. (4) Given the reactants [OH:1][C:2]1[CH:7]=[CH:6][C:5]([CH:8]([CH3:12])[C:9]([OH:11])=[O:10])=[CH:4][CH:3]=1.[CH2:13](Br)[C:14]1[CH:19]=[CH:18][CH:17]=[CH:16][CH:15]=1.[OH-].[Na+], predict the reaction product. The product is: [CH2:13]([O:1][C:2]1[CH:3]=[CH:4][C:5]([CH:8]([CH3:12])[C:9]([OH:11])=[O:10])=[CH:6][CH:7]=1)[C:14]1[CH:19]=[CH:18][CH:17]=[CH:16][CH:15]=1. (5) Given the reactants [OH:1][C@@H:2]1[C@H:6]2[N:7](C(OCC3C=CC=CC=3)=O)[CH2:8][C@H:9]([CH3:10])[C@H:5]2[O:4][CH2:3]1.[H][H], predict the reaction product. The product is: [CH3:10][C@H:9]1[CH2:8][NH:7][C@@H:6]2[C@@H:2]([OH:1])[CH2:3][O:4][C@H:5]12. (6) Given the reactants [Cl:1][C:2]1[CH:3]=[N:4][C:5]2[N:6]([N:8]=[C:9]([C:11]([OH:13])=O)[CH:10]=2)[CH:7]=1.[F:14][C:15]([F:29])([F:28])[C:16]1[CH:21]=[CH:20][CH:19]=[CH:18][C:17]=1[C:22]1[CH2:23][CH2:24][NH:25][CH2:26][CH:27]=1, predict the reaction product. The product is: [Cl:1][C:2]1[CH:3]=[N:4][C:5]2[N:6]([N:8]=[C:9]([C:11]([N:25]3[CH2:24][CH:23]=[C:22]([C:17]4[CH:18]=[CH:19][CH:20]=[CH:21][C:16]=4[C:15]([F:14])([F:28])[F:29])[CH2:27][CH2:26]3)=[O:13])[CH:10]=2)[CH:7]=1. (7) Given the reactants [Br:1][CH2:2][CH2:3][CH2:4][CH2:5][CH2:6][CH2:7]Br.[CH3:9][N:10]([CH3:12])[CH3:11], predict the reaction product. The product is: [Br-:1].[Br:1][CH2:2][CH2:3][CH2:4][CH2:5][CH2:6][CH2:7][N+:10]([CH3:12])([CH3:11])[CH3:9]. (8) Given the reactants [N:1]1[CH:9]=[C:8]2[C:4]([N:5]([C:10]3[CH:15]=[CH:14][C:13]([CH2:16][C:17]([OH:19])=O)=[CH:12][CH:11]=3)[CH:6]=[N:7]2)=[N:3][CH:2]=1.[CH:20]([N:23]1[CH2:28][CH2:27][N:26]([CH2:29][C:30]2[CH:35]=[CH:34][C:33]([NH2:36])=[CH:32][C:31]=2[C:37]([F:40])([F:39])[F:38])[CH2:25][CH2:24]1)([CH3:22])[CH3:21], predict the reaction product. The product is: [CH:20]([N:23]1[CH2:24][CH2:25][N:26]([CH2:29][C:30]2[CH:35]=[CH:34][C:33]([NH:36][C:17](=[O:19])[CH2:16][C:13]3[CH:12]=[CH:11][C:10]([N:5]4[CH:6]=[N:7][C:8]5[C:4]4=[N:3][CH:2]=[N:1][CH:9]=5)=[CH:15][CH:14]=3)=[CH:32][C:31]=2[C:37]([F:40])([F:39])[F:38])[CH2:27][CH2:28]1)([CH3:22])[CH3:21]. (9) The product is: [Br:18][C:2]1[CH:11]=[CH:10][CH:9]=[C:8]2[C:3]=1[CH:4]=[CH:5][N:6]=[CH:7]2. Given the reactants N[C:2]1[CH:11]=[CH:10][CH:9]=[C:8]2[C:3]=1[CH:4]=[CH:5][N:6]=[CH:7]2.N([O-])=O.[Na+].[OH-].[Na+].[BrH:18], predict the reaction product. (10) Given the reactants Cl.Cl.C(NC1C=CC(C2[O:19][C:20]([C:23]3[CH:28]=[CH:27][C:26](NC(=N)C4C=CC=CC=4)=[CH:25][CH:24]=3)=CC=2)=CC=1)(=N)C1C=CC=CC=1.[NH2:38][C:39]1[CH:44]=[CH:43][C:42]([C:45]2[O:46][C:47]([C:50]3[CH:55]=[CH:54][C:53]([NH2:56])=[CH:52][CH:51]=3)=[CH:48][CH:49]=2)=[CH:41][CH:40]=1.C(N(CC)CC)C.[C:64](Cl)(=[O:71])[C:65]1[CH:70]=[CH:69][CH:68]=[CH:67][CH:66]=1, predict the reaction product. The product is: [C:64]([NH:56][C:53]1[CH:54]=[CH:55][C:50]([C:47]2[O:46][C:45]([C:42]3[CH:43]=[CH:44][C:39]([NH:38][C:20](=[O:19])[C:23]4[CH:24]=[CH:25][CH:26]=[CH:27][CH:28]=4)=[CH:40][CH:41]=3)=[CH:49][CH:48]=2)=[CH:51][CH:52]=1)(=[O:71])[C:65]1[CH:70]=[CH:69][CH:68]=[CH:67][CH:66]=1.